From a dataset of Full USPTO retrosynthesis dataset with 1.9M reactions from patents (1976-2016). Predict the reactants needed to synthesize the given product. (1) Given the product [NH2:10][C:9]1[O:8][N:7]=[C:6]([C:11]2[CH:16]=[CH:15][CH:14]=[C:13]([F:17])[CH:12]=2)[C:5]=1[C:3]([OH:4])=[O:2], predict the reactants needed to synthesize it. The reactants are: C[O:2][C:3]([C:5]1[C:6]([C:11]2[CH:16]=[CH:15][CH:14]=[C:13]([F:17])[CH:12]=2)=[N:7][O:8][C:9]=1[NH2:10])=[O:4].[OH-].[Na+]. (2) The reactants are: Br[C:2]1[S:6][C:5]2=[CH:7][N:8]=[CH:9][N:4]2[CH:3]=1.C([Mg]Br)C.CN(OC)[C:16](=[O:19])[CH2:17][CH3:18].[Cl-].[NH4+]. Given the product [C:16]([C:2]1[S:6][C:5]2=[CH:7][N:8]=[CH:9][N:4]2[CH:3]=1)(=[O:19])[CH2:17][CH3:18], predict the reactants needed to synthesize it. (3) Given the product [CH3:26][C:25]1[C:20]([O:18][C:15]2[CH:16]=[C:17]3[C:12](=[CH:13][CH:14]=2)[N:11]=[CH:10][N:9]=[C:8]3[NH:7][C:4]2[CH:5]=[CH:6][N:2]([CH3:1])[N:3]=2)=[C:21]([C:27](=[O:29])[CH3:28])[CH:22]=[CH:23][CH:24]=1, predict the reactants needed to synthesize it. The reactants are: [CH3:1][N:2]1[CH:6]=[CH:5][C:4]([NH:7][C:8]2[C:17]3[C:12](=[CH:13][CH:14]=[C:15]([OH:18])[CH:16]=3)[N:11]=[CH:10][N:9]=2)=[N:3]1.F[C:20]1[C:25]([CH3:26])=[CH:24][CH:23]=[CH:22][C:21]=1[C:27](=[O:29])[CH3:28].C(O[K])(C)(C)C.O. (4) Given the product [CH3:1][C:2]1([CH3:48])[CH2:10][C:9]2[NH:8][N:7]=[C:6]([C:19]3[NH:20][C:21]4[C:26]([CH:27]=3)=[CH:25][CH:24]=[C:23]([N:28]([CH3:39])[C:29](=[O:38])[O:30][CH2:31][C:32]3[CH:33]=[CH:34][CH:35]=[CH:36][CH:37]=3)[CH:22]=4)[C:5]=2[CH2:4][CH2:3]1, predict the reactants needed to synthesize it. The reactants are: [CH3:1][C:2]1([CH3:48])[CH2:10][C:9]2[N:8](COCC[Si](C)(C)C)[N:7]=[C:6]([C:19]3[N:20](COCC[Si](C)(C)C)[C:21]4[C:26]([CH:27]=3)=[CH:25][CH:24]=[C:23]([N:28]([CH3:39])[C:29](=[O:38])[O:30][CH2:31][C:32]3[CH:37]=[CH:36][CH:35]=[CH:34][CH:33]=3)[CH:22]=4)[C:5]=2[CH2:4][CH2:3]1.[F-].C([N+](CCCC)(CCCC)CCCC)CCC. (5) Given the product [C:1]([C:5]1[CH:6]=[C:7]([NH:50][S:51]([CH3:54])(=[O:52])=[O:53])[C:8]([O:48][CH3:49])=[C:9]([NH:11][C:12]([NH:13][C:14]2[C:23]3[C:18](=[CH:19][CH:20]=[CH:21][CH:22]=3)[C:17]([O:24][C:25]3[CH:30]=[CH:29][N:28]=[C:27]([NH:31][C:32]4[CH:37]=[CH:36][C:35]([P:38]([CH3:43])(=[O:39])[OH:42])=[C:34]([N:44]([CH3:45])[CH3:46])[CH:33]=4)[CH:26]=3)=[CH:16][CH:15]=2)=[O:47])[CH:10]=1)([CH3:4])([CH3:2])[CH3:3], predict the reactants needed to synthesize it. The reactants are: [C:1]([C:5]1[CH:6]=[C:7]([NH:50][S:51]([CH3:54])(=[O:53])=[O:52])[C:8]([O:48][CH3:49])=[C:9]([NH:11][C:12](=[O:47])[NH:13][C:14]2[C:23]3[C:18](=[CH:19][CH:20]=[CH:21][CH:22]=3)[C:17]([O:24][C:25]3[CH:30]=[CH:29][N:28]=[C:27]([NH:31][C:32]4[CH:37]=[CH:36][C:35]([P:38]([CH3:43])(=[O:42])[O:39]CC)=[C:34]([N:44]([CH3:46])[CH3:45])[CH:33]=4)[CH:26]=3)=[CH:16][CH:15]=2)[CH:10]=1)([CH3:4])([CH3:3])[CH3:2].[OH-].[Na+].C(O)(=O)C.